Dataset: Full USPTO retrosynthesis dataset with 1.9M reactions from patents (1976-2016). Task: Predict the reactants needed to synthesize the given product. (1) The reactants are: COP([CH2:7][C:8]([O:10][C:11]([CH3:14])([CH3:13])[CH3:12])=[O:9])(OC)=O.[H-].[Na+].[Br:17][C:18]1[CH:23]=[C:22]([CH3:24])[C:21]([CH2:25][CH:26]=O)=[C:20]([CH3:28])[CH:19]=1.C([O-])(O)=O.[Na+]. Given the product [Br:17][C:18]1[CH:23]=[C:22]([CH3:24])[C:21]([CH2:25]/[CH:26]=[CH:7]/[C:8]([O:10][C:11]([CH3:14])([CH3:13])[CH3:12])=[O:9])=[C:20]([CH3:28])[CH:19]=1, predict the reactants needed to synthesize it. (2) Given the product [F:1][C:2]1[CH:3]=[C:4]([CH:8]=[CH:9][C:10]=1[O:23][CH3:22])[C:5]([O:7][CH3:12])=[O:6], predict the reactants needed to synthesize it. The reactants are: [F:1][C:2]1[CH:3]=[C:4]([CH:8]=[CH:9][C:10]=1O)[C:5]([OH:7])=[O:6].[C:12](=O)([O-])[O-].[Cs+].[Cs+].IC.CN(C)[CH:22]=[O:23]. (3) Given the product [Br:13][CH2:8][C:7]1[CH:10]=[CH:11][C:4]([N+:1]([O-:3])=[O:2])=[CH:5][CH:6]=1, predict the reactants needed to synthesize it. The reactants are: [N+:1]([C:4]1[CH:11]=[CH:10][C:7]([CH2:8]O)=[CH:6][CH:5]=1)([O-:3])=[O:2].C(Br)(Br)(Br)[Br:13].C1(P(C2C=CC=CC=2)C2C=CC=CC=2)C=CC=CC=1. (4) Given the product [CH:1]([O:4][CH:5]1[C:10]([O:13][CH3:14])([O:11][CH3:12])[CH2:9][CH2:8][N:7]([C:15]([O:17][C:18]([CH3:21])([CH3:20])[CH3:19])=[O:16])[CH2:6]1)([CH3:23])[CH3:2], predict the reactants needed to synthesize it. The reactants are: [C:1]([O:4][CH:5]1[C:10]([O:13][CH3:14])([O:11][CH3:12])[CH2:9][CH2:8][N:7]([C:15]([O:17][C:18]([CH3:21])([CH3:20])[CH3:19])=[O:16])[CH2:6]1)(=O)[CH3:2].O1CCC[CH2:23]1.N1C=CC=CC=1.[OH-].[Na+]. (5) The reactants are: [NH2:1][CH:2]([CH2:12][C:13]1[CH:18]=[CH:17][CH:16]=[CH:15][C:14]=1[C:19]([F:22])([F:21])[F:20])[CH:3]([C:5]1[CH:10]=[CH:9][C:8]([F:11])=[CH:7][CH:6]=1)[OH:4].[CH:23]1([C:29](Cl)=[O:30])[CH2:28][CH2:27][CH2:26][CH2:25][CH2:24]1.C(=O)([O-])O.[Na+]. Given the product [F:11][C:8]1[CH:9]=[CH:10][C:5]([CH:3]([OH:4])[CH:2]([NH:1][C:29]([CH:23]2[CH2:28][CH2:27][CH2:26][CH2:25][CH2:24]2)=[O:30])[CH2:12][C:13]2[CH:18]=[CH:17][CH:16]=[CH:15][C:14]=2[C:19]([F:22])([F:20])[F:21])=[CH:6][CH:7]=1, predict the reactants needed to synthesize it. (6) Given the product [C:1]([O:5][C:6]([C:8]1[S:12][C:11]([C:13]2[CH:14]=[CH:15][CH:16]=[CH:17][CH:18]=2)=[N:10][C:9]=1[NH:19][C:28](=[O:29])[C:25]1[CH:26]=[CH:27][C:22]([CH3:31])=[CH:23][CH:24]=1)=[O:7])([CH3:4])([CH3:2])[CH3:3], predict the reactants needed to synthesize it. The reactants are: [C:1]([O:5][C:6]([C:8]1[S:12][C:11]([C:13]2[CH:18]=[CH:17][CH:16]=[CH:15][CH:14]=2)=[N:10][C:9]=1[NH2:19])=[O:7])([CH3:4])([CH3:3])[CH3:2].[H-].[Na+].[C:22]1([CH3:31])[CH:27]=[CH:26][C:25]([C:28](Cl)=[O:29])=[CH:24][CH:23]=1.O.